From a dataset of Forward reaction prediction with 1.9M reactions from USPTO patents (1976-2016). Predict the product of the given reaction. (1) Given the reactants C1(P(C2C=CC=CC=2)C2C=CC=CC=2)C=CC=CC=1.[N:20]([C:27](OCC)=O)=NC(OCC)=O.[CH2:32]([N:39]([CH2:56][C:57]1[CH:62]=[CH:61][CH:60]=[CH:59][CH:58]=1)[C@H:40]1[CH2:45][CH2:44][C@@H:43]([NH:46][C:47](=[O:53])[O:48][C:49]([CH3:52])([CH3:51])[CH3:50])[CH2:42][C@H:41]1[CH2:54]O)[C:33]1[CH:38]=[CH:37][CH:36]=[CH:35][CH:34]=1.CC(C)(O)C#N, predict the reaction product. The product is: [C:27]([CH2:54][C@H:41]1[C@@H:40]([N:39]([CH2:56][C:57]2[CH:58]=[CH:59][CH:60]=[CH:61][CH:62]=2)[CH2:32][C:33]2[CH:38]=[CH:37][CH:36]=[CH:35][CH:34]=2)[CH2:45][CH2:44][C@@H:43]([NH:46][C:47](=[O:53])[O:48][C:49]([CH3:52])([CH3:51])[CH3:50])[CH2:42]1)#[N:20]. (2) Given the reactants [CH3:1][C:2]([N:9]1[CH2:20][CH2:19][C:12]2([C:16](=[O:17])[NH:15][CH:14]([CH3:18])[CH2:13]2)[CH2:11][CH2:10]1)([CH3:8])[C:3](OCC)=[O:4].CC(C[AlH]CC(C)C)C, predict the reaction product. The product is: [CH3:1][C:2]([N:9]1[CH2:10][CH2:11][C:12]2([C:16](=[O:17])[NH:15][CH:14]([CH3:18])[CH2:13]2)[CH2:19][CH2:20]1)([CH3:8])[CH:3]=[O:4]. (3) Given the reactants [F:1][C:2]1[C:7]([OH:8])=[CH:6][CH:5]=[CH:4][C:3]=1[CH2:9][NH:10][C:11](=[O:19])[C:12]1[CH:17]=[CH:16][CH:15]=[N:14][C:13]=1[NH2:18].I[CH2:21][CH2:22][CH2:23][CH2:24][CH2:25][CH2:26][CH3:27].C(=O)([O-])[O-].[Cs+].[Cs+].C(=O)(O)[O-].[Na+], predict the reaction product. The product is: [F:1][C:2]1[C:7]([O:8][CH2:21][CH2:22][CH2:23][CH2:24][CH2:25][CH2:26][CH3:27])=[CH:6][CH:5]=[CH:4][C:3]=1[CH2:9][NH:10][C:11](=[O:19])[C:12]1[CH:17]=[CH:16][CH:15]=[N:14][C:13]=1[NH2:18].